This data is from NCI-60 drug combinations with 297,098 pairs across 59 cell lines. The task is: Regression. Given two drug SMILES strings and cell line genomic features, predict the synergy score measuring deviation from expected non-interaction effect. Drug 1: C(=O)(N)NO. Drug 2: CS(=O)(=O)OCCCCOS(=O)(=O)C. Cell line: HOP-62. Synergy scores: CSS=3.35, Synergy_ZIP=5.08, Synergy_Bliss=5.83, Synergy_Loewe=0.434, Synergy_HSA=0.829.